This data is from Full USPTO retrosynthesis dataset with 1.9M reactions from patents (1976-2016). The task is: Predict the reactants needed to synthesize the given product. (1) Given the product [Br:31][C:32]1[CH:33]=[C:34]([NH:35][C:14]([C:12]2[S:13][C:9]([S:8][C:5]3[CH:4]=[CH:3][C:2]([OH:1])=[CH:7][CH:6]=3)=[C:10]([N+:17]([O-:19])=[O:18])[CH:11]=2)=[O:16])[CH:36]=[CH:37][CH:38]=1, predict the reactants needed to synthesize it. The reactants are: [OH:1][C:2]1[CH:7]=[CH:6][C:5]([S:8][C:9]2[S:13][C:12]([C:14]([OH:16])=O)=[CH:11][C:10]=2[N+:17]([O-:19])=[O:18])=[CH:4][CH:3]=1.C(Cl)(=O)C(Cl)=O.CN(C)C=O.[Br:31][C:32]1[CH:33]=[C:34]([CH:36]=[CH:37][CH:38]=1)[NH2:35]. (2) Given the product [C:19]([O:22][C:23]([N:6]1[CH2:7][CH2:8][CH:4]([CH:1]([CH3:3])[CH3:2])[CH:5]1[C:9]([OH:11])=[O:10])=[O:24])([CH3:21])([CH3:20])[CH3:18], predict the reactants needed to synthesize it. The reactants are: [CH:1]([C@@H:4]1[CH2:8][CH2:7][NH:6][C@H:5]1[C:9]([OH:11])=[O:10])([CH3:3])[CH3:2].O1CCOCC1.[CH3:18][C:19]([O:22][C:23](O[C:23]([O:22][C:19]([CH3:21])([CH3:20])[CH3:18])=[O:24])=[O:24])([CH3:21])[CH3:20]. (3) Given the product [Cl:1][C:2]1[S:3][C:4]([CH2:7][N:20]2[C:28]3[C:23](=[CH:24][CH:25]=[CH:26][CH:27]=3)[C:22]3([C:32]4=[CH:33][C:34]5[O:38][CH2:37][O:36][C:35]=5[CH:39]=[C:31]4[O:30][CH2:29]3)[CH2:21]2)=[CH:5][N:6]=1, predict the reactants needed to synthesize it. The reactants are: [Cl:1][C:2]1[S:3][C:4]([CH2:7]O)=[CH:5][N:6]=1.S(Cl)(Cl)=O.C(N(CC)CC)C.[NH:20]1[C:28]2[C:23](=[CH:24][CH:25]=[CH:26][CH:27]=2)[C:22]2([C:32]3=[CH:33][C:34]4[O:38][CH2:37][O:36][C:35]=4[CH:39]=[C:31]3[O:30][CH2:29]2)[C:21]1=O.C(=O)([O-])[O-].[Cs+].[Cs+]. (4) Given the product [Cl:1][C:2]1[CH:3]=[C:4]([C:31]#[C:30][CH2:29][OH:32])[CH:5]=[CH:6][C:7]=1[F:8], predict the reactants needed to synthesize it. The reactants are: [Cl:1][C:2]1[CH:3]=[C:4](I)[CH:5]=[CH:6][C:7]=1[F:8].C1(P(C2C=CC=CC=2)C2C=CC=CC=2)C=CC=CC=1.[CH2:29]([OH:32])[C:30]#[CH:31].C(N(C(C)C)CC)(C)C. (5) Given the product [CH3:1][C:2]1[N:7]=[C:6]([CH2:8][CH2:9][C:10]2[N:14]([C:130]3[CH:129]=[CH:128][C:133]([N:124]4[C:125](=[O:139])[CH2:126][C:162](=[O:174])[NH:163][C:164]5[C:165]6[C:166]([CH:167]=[CH:168][C:169]4=5)=[CH:170][CH:171]=[CH:172][CH:173]=6)=[CH:132][CH:131]=3)[N:13]=[N:12][N:11]=2)[CH:5]=[CH:4][CH:3]=1, predict the reactants needed to synthesize it. The reactants are: [CH3:1][C:2]1[N:7]=[C:6]([CH2:8][CH2:9][C:10]2[NH:14][N:13](C3C=CC(NC4C=CC5C(=CC=CC=5)C=4NC(=O)CC(OCC)=O)=CC=3)[NH:12][N:11]=2)[CH:5]=[CH:4][CH:3]=1.[N+](C1C2C(=CC=CC=2)C=CC=1NC1C=CC(N)=CC=1)([O-])=O.CC1N=C(CCC(O)=O)C=CC=1.N1C=CC=CC=1CCC1N(C2C=C(NC3C(N)=CC=C4C=3C=CC=C4)C=CC=2)N=NN=1.N1C=CC=CC=1CCC1N(C2C=C([N:124]3[C:133]4[CH:132]=[CH:131][C:130]5C=CC=C[C:129]=5[C:128]=4N[C:126](=O)[C:125]3=[O:139])C=CC=2)N=NN=1.Cl.N1C=CC=CC=1CCC1N(C2C=C(N3[C:169]4[CH:168]=[CH:167][C:166]5[CH:170]=[CH:171][CH:172]=[CH:173][C:165]=5[C:164]=4[NH:163][C:162](=[O:174])C3=O)C=CC=2)N=NN=1. (6) Given the product [CH:46]([C:37]1[CH:36]=[C:12]([CH:11]=[CH:10][CH:9]=1)[O:13][CH2:14][CH2:15][N:17]1[CH2:21][CH2:20][C:19]2([C:33]3[NH:32][C:31]4[C:26](=[CH:27][C:28]([O:34][CH3:35])=[CH:29][CH:30]=4)[C:25]=3[CH2:24][CH2:23][NH:22]2)[CH2:18]1)([CH3:51])[CH3:47], predict the reactants needed to synthesize it. The reactants are: FC(F)(F)C(O)=O.F[C:9]1[CH:37]=[CH:36][C:12]([O:13][CH2:14][C@@H:15]([N:17]2[CH2:21][CH2:20][C:19]3([C:33]4[NH:32][C:31]5[C:26](=[CH:27][C:28]([O:34][CH3:35])=[CH:29][CH:30]=5)[C:25]=4[CH2:24][CH2:23][NH:22]3)[CH2:18]2)C)=[CH:11][CH:10]=1.CS(OCCO[C:46]1[CH:51]=CC=C(C(C)C)[CH:47]=1)(=O)=O. (7) Given the product [CH3:18][N:19]1[CH2:24][CH2:23][N:22]([S:9]([C:6]2[CH:7]=[CH:8][C:3]([CH:1]=[O:2])=[CH:4][CH:5]=2)(=[O:11])=[O:10])[CH2:21][CH2:20]1, predict the reactants needed to synthesize it. The reactants are: [CH:1]([C:3]1[CH:8]=[CH:7][C:6]([S:9](Cl)(=[O:11])=[O:10])=[CH:5][CH:4]=1)=[O:2].C([O-])(O)=O.[Na+].[CH3:18][N:19]1[CH2:24][CH2:23][NH:22][CH2:21][CH2:20]1. (8) The reactants are: [CH3:1][O:2][CH2:3][C@@H:4]1[CH2:8][CH2:7][CH2:6][N:5]1[S:9]([C:12]1[CH:13]=[C:14]2[C:18](=[CH:19][CH:20]=1)[N:17]([CH2:21][C:22]([CH3:26])([CH3:25])[C:23]#[N:24])[C:16](=O)[C:15]12[O:32]CCCO1)(=[O:11])=[O:10].N. Given the product [CH3:1][O:2][CH2:3][C@@H:4]1[CH2:8][CH2:7][CH2:6][N:5]1[S:9]([C:12]1[CH:20]=[CH:19][C:18]2[N:17]3[CH2:21][C:22]([CH3:25])([CH3:26])[CH2:23][N:24]=[C:16]3[C:15](=[O:32])[C:14]=2[CH:13]=1)(=[O:10])=[O:11], predict the reactants needed to synthesize it.